Dataset: Reaction yield outcomes from USPTO patents with 853,638 reactions. Task: Predict the reaction yield, written as a fraction of the theoretical maximum amount of product (1.0 means a 100% yield; for example, 0.34 means a 34% yield). (1) The reactants are [CH:1]([N:4]1[CH:8]=[C:7]([C:9]([O:11]CC)=[O:10])[C:6]([C:14]([F:17])([F:16])[F:15])=[N:5]1)([CH3:3])[CH3:2].[OH-].[Li+]. The catalyst is C(O)C.O.O1CCOCC1.O. The product is [CH:1]([N:4]1[CH:8]=[C:7]([C:9]([OH:11])=[O:10])[C:6]([C:14]([F:17])([F:16])[F:15])=[N:5]1)([CH3:3])[CH3:2]. The yield is 0.840. (2) The reactants are [C:1]([C:5]1[CH:6]=[C:7]2[C:11](=[CH:12][C:13]=1[N+:14]([O-])=O)[NH:10][CH:9]=[CH:8]2)([CH3:4])([CH3:3])[CH3:2]. The catalyst is [Ni].CO. The product is [C:1]([C:5]1[CH:6]=[C:7]2[C:11](=[CH:12][C:13]=1[NH2:14])[NH:10][CH:9]=[CH:8]2)([CH3:4])([CH3:2])[CH3:3]. The yield is 0.870. (3) The reactants are Br[C:2]1[C:6]([C:7]2[CH:12]=[CH:11][CH:10]=[CH:9][N:8]=2)=[N:5][N:4]2[CH2:13][CH2:14][CH2:15][C:3]=12.[B:16](OC(C)C)([O:21]C(C)C)[O:17]C(C)C.C([Li])CCC. The catalyst is O1CCCC1. The product is [N:8]1[CH:9]=[CH:10][CH:11]=[CH:12][C:7]=1[C:6]1[C:2]([B:16]([OH:21])[OH:17])=[C:3]2[CH2:15][CH2:14][CH2:13][N:4]2[N:5]=1. The yield is 0.550. (4) The yield is 0.920. The product is [Br:1][C:2]1[CH:3]=[C:4]2[C:10]([C:11]([OH:13])=[O:12])=[N:9][NH:8][C:5]2=[N:6][CH:7]=1. The reactants are [Br:1][C:2]1[CH:3]=[C:4]2[C:10]([C:11]([O:13]C)=[O:12])=[N:9][NH:8][C:5]2=[N:6][CH:7]=1.Cl. The catalyst is [OH-].[Na+]. (5) The reactants are C[O:2][C:3](=[O:24])[C:4]1[C:5](=[C:10]([O:14][CH2:15][C:16]2[CH:21]=[C:20]([Cl:22])[CH:19]=[C:18]([Cl:23])[CH:17]=2)[CH:11]=[CH:12][CH:13]=1)[C:6]([O:8]C)=[O:7]. The catalyst is [OH-].[Na+]. The product is [Cl:22][C:20]1[CH:21]=[C:16]([CH:17]=[C:18]([Cl:23])[CH:19]=1)[CH2:15][O:14][C:10]1[CH:11]=[CH:12][CH:13]=[C:4]([C:3]([OH:24])=[O:2])[C:5]=1[C:6]([OH:8])=[O:7]. The yield is 0.880. (6) The reactants are Cl[C:2]1[CH:3]=[C:4]([CH:8]=[C:9]([C:11]2[CH:12]=[CH:13][C:14]3[O:18][C:17]([C:19]4[CH:24]=[CH:23][C:22]([F:25])=[CH:21][CH:20]=4)=[C:16]([C:26](=[O:29])[NH:27][CH3:28])[C:15]=3[CH:30]=2)[CH:10]=1)[C:5](O)=[O:6].[CH3:31][CH:32]([CH3:35])[CH2:33][NH2:34].C(N(C(C)C)C(C)C)C.CN(C(ON1N=NC2C=CC=NC1=2)=[N+](C)C)C.F[P-](F)(F)(F)(F)F.[Cl:69]CCl. The catalyst is C(#N)C.CN(C=O)C. The product is [Cl:69][C:3]1[CH:2]=[CH:10][C:9]([C:11]2[CH:12]=[CH:13][C:14]3[O:18][C:17]([C:19]4[CH:24]=[CH:23][C:22]([F:25])=[CH:21][CH:20]=4)=[C:16]([C:26]([NH:27][CH3:28])=[O:29])[C:15]=3[CH:30]=2)=[CH:8][C:4]=1[C:5](=[O:6])[NH:34][CH2:33][CH:32]([CH3:35])[CH3:31]. The yield is 0.520.